Dataset: Full USPTO retrosynthesis dataset with 1.9M reactions from patents (1976-2016). Task: Predict the reactants needed to synthesize the given product. Given the product [CH3:10][O:9][C:3](=[O:8])[C:4](=[O:6])[CH:20]([CH3:21])[C:19](=[O:22])[C:14]1[CH:15]=[CH:16][CH:17]=[CH:18][C:13]=1[C:12]([F:11])([F:23])[F:24], predict the reactants needed to synthesize it. The reactants are: [H-].[Na+].[C:3]([O:9][CH3:10])(=[O:8])[C:4]([O:6]C)=O.[F:11][C:12]([F:24])([F:23])[C:13]1[CH:18]=[CH:17][CH:16]=[CH:15][C:14]=1[C:19](=[O:22])[CH2:20][CH3:21].